This data is from Forward reaction prediction with 1.9M reactions from USPTO patents (1976-2016). The task is: Predict the product of the given reaction. (1) The product is: [CH3:26][O:25][C:19]1[N:20]=[C:21]([O:23][CH3:24])[N:22]=[C:1]([NH:3][C:4]2[CH:9]=[CH:8][C:7]([CH3:10])=[CH:6][C:5]=2[N+:11]([O-:13])=[O:12])[N:18]=1. Given the reactants [CH:1]([NH:3][C:4]1[CH:9]=[CH:8][C:7]([CH3:10])=[CH:6][C:5]=1[N+:11]([O-:13])=[O:12])=O.[H-].[Na+].ClC1[N:22]=[C:21]([O:23][CH3:24])[N:20]=[C:19]([O:25][CH3:26])[N:18]=1.[OH-].[Na+], predict the reaction product. (2) The product is: [Si:1]([O:8][CH2:9][CH:10]1[CH:15]([OH:16])[CH2:14][CH2:13][CH2:12][NH:11]1)([C:4]([CH3:7])([CH3:6])[CH3:5])([CH3:3])[CH3:2]. Given the reactants [Si:1]([O:8][CH2:9][C:10]1[C:15]([OH:16])=[CH:14][CH:13]=[CH:12][N:11]=1)([C:4]([CH3:7])([CH3:6])[CH3:5])([CH3:3])[CH3:2].CCO, predict the reaction product. (3) The product is: [NH2:1][C:2]1[N:6]([CH3:7])[N:5]=[CH:4][C:3]=1[N:9]=[O:10]. Given the reactants [NH2:1][C:2]1[N:6]([CH3:7])[N:5]=[CH:4][CH:3]=1.Cl.[N:9]([O-])=[O:10].[Na+], predict the reaction product.